This data is from Forward reaction prediction with 1.9M reactions from USPTO patents (1976-2016). The task is: Predict the product of the given reaction. (1) Given the reactants [F:1][C:2]1[CH:26]=[CH:25][C:24]([F:27])=[CH:23][C:3]=1[O:4][C:5]1[CH:6]=[CH:7][C:8]([N+:20]([O-])=O)=[C:9]([CH2:11][NH:12][C:13](=[O:19])[O:14][C:15]([CH3:18])([CH3:17])[CH3:16])[CH:10]=1.[Cl-].[NH4+].C(O)C, predict the reaction product. The product is: [NH2:20][C:8]1[CH:7]=[CH:6][C:5]([O:4][C:3]2[CH:23]=[C:24]([F:27])[CH:25]=[CH:26][C:2]=2[F:1])=[CH:10][C:9]=1[CH2:11][NH:12][C:13](=[O:19])[O:14][C:15]([CH3:17])([CH3:16])[CH3:18]. (2) Given the reactants [F:1][C:2]1[C:3]([CH3:33])=[C:4]([C@:8]2([C:21]([O:23][CH2:24]C3C=CC(OC)=CC=3)=[O:22])[CH2:12][CH2:11][C:10]([O:13][S:14]([C:17]([F:20])([F:19])[F:18])(=[O:16])=[O:15])=[CH:9]2)[CH:5]=[CH:6][CH:7]=1.[F:34]C1C(C)=C([C@]2(C(OC)=O)CCC(=O)C2)C=CC=1F, predict the reaction product. The product is: [F:1][C:2]1[C:3]([CH3:33])=[C:4]([C@:8]2([C:21]([O:23][CH3:24])=[O:22])[CH2:12][CH2:11][C:10]([O:13][S:14]([C:17]([F:18])([F:20])[F:19])(=[O:15])=[O:16])=[CH:9]2)[CH:5]=[CH:6][C:7]=1[F:34]. (3) The product is: [OH:7][CH2:6][C:5]1[CH:8]=[C:9]([O:11][CH3:12])[C:10]([O:20][B:21]([OH:25])[OH:22])=[C:3]([O:2][CH3:1])[CH:4]=1. Given the reactants [CH3:1][O:2][C:3]1[CH:4]=[C:5]([CH:8]=[C:9]([O:11][CH3:12])[CH:10]=1)[CH2:6][OH:7].C([Li])CCC.C([O:20][B:21]([O:25]CC)[O:22]CC)C.[Cl-].[NH4+], predict the reaction product. (4) Given the reactants N12CCCN=C1CCCCC2.Cl.[NH2:13][CH2:14][C:15]1[CH:23]=[CH:22][CH:21]=[C:20]2[C:16]=1[CH2:17][N:18]([CH:25]1[CH2:30][CH2:29][C:28](=[O:31])[NH:27][C:26]1=[O:32])[C:19]2=[O:24].[Cl:33][C:34]1[CH:35]=[C:36]([CH:40]=[CH:41][CH:42]=1)[C:37](Cl)=[O:38], predict the reaction product. The product is: [Cl:33][C:34]1[CH:35]=[C:36]([CH:40]=[CH:41][CH:42]=1)[C:37]([NH:13][CH2:14][C:15]1[CH:23]=[CH:22][CH:21]=[C:20]2[C:16]=1[CH2:17][N:18]([CH:25]1[CH2:30][CH2:29][C:28](=[O:31])[NH:27][C:26]1=[O:32])[C:19]2=[O:24])=[O:38]. (5) Given the reactants Br[C:2]1[CH:3]=[C:4]([N:8]2[CH2:12][CH2:11][CH2:10][CH2:9]2)[CH:5]=[CH:6][CH:7]=1.B1(B2OC(C)(C)C(C)(C)O2)OC(C)(C)C(C)(C)O1.C([O-])(=O)C.[K+].[ClH:36].[N:37]12[CH2:44][CH2:43][CH:40]([CH2:41][CH2:42]1)[C@@H:39]([NH:45][C:46]([C:48]1[O:49][C:50]3[C:56](Br)=[CH:55][CH:54]=[CH:53][C:51]=3[CH:52]=1)=[O:47])[CH2:38]2.C(=O)([O-])[O-].[Na+].[Na+], predict the reaction product. The product is: [ClH:36].[N:37]12[CH2:42][CH2:41][CH:40]([CH2:43][CH2:44]1)[C@@H:39]([NH:45][C:46]([C:48]1[O:49][C:50]3[C:56]([C:2]4[CH:7]=[CH:6][CH:5]=[C:4]([N:8]5[CH2:12][CH2:11][CH2:10][CH2:9]5)[CH:3]=4)=[CH:55][CH:54]=[CH:53][C:51]=3[CH:52]=1)=[O:47])[CH2:38]2. (6) Given the reactants [Cl:1][C:2]1[CH:3]=[C:4]([C:8]2[S:12][C:11]([CH3:13])=[N:10][C:9]=2[C:14]([OH:16])=O)[CH:5]=[CH:6][CH:7]=1.[NH:17]1[CH2:22][CH2:21][CH2:20][C@@H:19]([NH:23][C:24]([C:26]2[N:33]3[C:29]([S:30][CH:31]=[CH:32]3)=[N:28][C:27]=2[CH3:34])=[O:25])[CH2:18]1, predict the reaction product. The product is: [Cl:1][C:2]1[CH:3]=[C:4]([C:8]2[S:12][C:11]([CH3:13])=[N:10][C:9]=2[C:14]([N:17]2[CH2:22][CH2:21][CH2:20][C@@H:19]([NH:23][C:24]([C:26]3[N:33]4[C:29]([S:30][CH:31]=[CH:32]4)=[N:28][C:27]=3[CH3:34])=[O:25])[CH2:18]2)=[O:16])[CH:5]=[CH:6][CH:7]=1. (7) Given the reactants [CH3:1][O:2][C:3]1[CH:4]=[C:5]([CH:14]=[C:15]([O:19][CH3:20])[C:16]=1[O:17][CH3:18])[NH:6][C:7](=O)[C:8]([O:10][CH2:11][CH3:12])=[O:9].COC1C=CC(P2(=S)SP(=S)(C3C=CC(OC)=CC=3)[S:30]2)=CC=1.O, predict the reaction product. The product is: [CH3:1][O:2][C:3]1[CH:4]=[C:5]([NH:6][C:7](=[S:30])[C:8]([O:10][CH2:11][CH3:12])=[O:9])[CH:14]=[C:15]([O:19][CH3:20])[C:16]=1[O:17][CH3:18].